From a dataset of Aqueous solubility values for 9,982 compounds from the AqSolDB database. Regression/Classification. Given a drug SMILES string, predict its absorption, distribution, metabolism, or excretion properties. Task type varies by dataset: regression for continuous measurements (e.g., permeability, clearance, half-life) or binary classification for categorical outcomes (e.g., BBB penetration, CYP inhibition). For this dataset (solubility_aqsoldb), we predict Y. (1) The compound is CCCCCCCCCCCCCCCCCCC(=O)O. The Y is -3.78 log mol/L. (2) The drug is CNn1cc(C(=O)O)c(=O)c2cc(F)c(N3CCN(C)CC3)cc21. The Y is -3.73 log mol/L. (3) The Y is -5.76 log mol/L. The drug is CCCCCCCCCCCCCCCCOC(=O)OOC(=O)OCCCCCCCCCCCCCCCC. (4) The compound is O=c1c2cc(Br)c3cccc4c(=O)c5cc(Br)c6cccc1c6c5-c2c34. The Y is -7.63 log mol/L. (5) The molecule is c1ccc2cc3c4ccccc4c4ccccc4c3cc2c1. The Y is -8.24 log mol/L. (6) The compound is C1CCOC1. The Y is 0.560 log mol/L. (7) The drug is O=[N+]([O-])c1ccc(-c2ccccc2)cc1O. The Y is -3.86 log mol/L.